This data is from Forward reaction prediction with 1.9M reactions from USPTO patents (1976-2016). The task is: Predict the product of the given reaction. (1) Given the reactants [CH2:1]([N:8]1[CH2:12][CH2:11][CH:10]([OH:13])[CH2:9]1)[C:2]1[CH:7]=[CH:6][CH:5]=[CH:4][CH:3]=1.[F:14][C:15]1[CH:20]=[CH:19][C:18]([C:21](=[O:23])[CH3:22])=[C:17](O)[CH:16]=1.C1(P(C2C=CC=CC=2)C2C=CC=CC=2)C=CC=CC=1.N(C(OC(C)C)=O)=NC(OC(C)C)=O, predict the reaction product. The product is: [CH2:1]([N:8]1[CH2:12][CH2:11][CH:10]([O:13][C:19]2[CH:20]=[C:15]([F:14])[CH:16]=[CH:17][C:18]=2[C:21](=[O:23])[CH3:22])[CH2:9]1)[C:2]1[CH:3]=[CH:4][CH:5]=[CH:6][CH:7]=1. (2) Given the reactants Br[C:2]1[CH:3]=[CH:4][C:5]2[N:9]=[C:8]([C:10]3[CH:15]=[C:14]([C:16]([F:19])([F:18])[F:17])[CH:13]=[CH:12][N:11]=3)[N:7]([CH2:20][O:21][CH2:22][CH2:23][Si:24]([CH3:27])([CH3:26])[CH3:25])[C:6]=2[CH:28]=1.[CH3:29][C:30]1([CH3:46])[C:34]([CH3:36])([CH3:35])[O:33][B:32]([B:32]2[O:33][C:34]([CH3:36])([CH3:35])[C:30]([CH3:46])([CH3:29])[O:31]2)[O:31]1.CC([O-])=O.[K+], predict the reaction product. The product is: [CH3:29][C:30]1([CH3:46])[C:34]([CH3:36])([CH3:35])[O:33][B:32]([C:2]2[CH:3]=[CH:4][C:5]3[N:9]=[C:8]([C:10]4[CH:15]=[C:14]([C:16]([F:19])([F:18])[F:17])[CH:13]=[CH:12][N:11]=4)[N:7]([CH2:20][O:21][CH2:22][CH2:23][Si:24]([CH3:27])([CH3:26])[CH3:25])[C:6]=3[CH:28]=2)[O:31]1. (3) Given the reactants [Cl:1][C:2]1[CH:10]=[C:9]2[C:5]([C:6]([C:11]([N:13]3[CH2:18][CH2:17][C:16]4([C:22]5[CH:23]=[CH:24][C:25]([F:27])=[CH:26][C:21]=5[C:20](=[O:28])[O:19]4)[CH2:15][CH2:14]3)=[O:12])=[CH:7][NH:8]2)=[CH:4][CH:3]=1.[F:29][C:30]1[CH:31]=[C:32]([S:37](Cl)(=[O:39])=[O:38])[CH:33]=[C:34]([F:36])[CH:35]=1, predict the reaction product. The product is: [Cl:1][C:2]1[CH:10]=[C:9]2[C:5]([C:6]([C:11]([N:13]3[CH2:18][CH2:17][C:16]4([C:22]5[CH:23]=[CH:24][C:25]([F:27])=[CH:26][C:21]=5[C:20](=[O:28])[O:19]4)[CH2:15][CH2:14]3)=[O:12])=[CH:7][N:8]2[S:37]([C:32]2[CH:31]=[C:30]([F:29])[CH:35]=[C:34]([F:36])[CH:33]=2)(=[O:39])=[O:38])=[CH:4][CH:3]=1. (4) Given the reactants [CH3:1][C:2]1[S:3][CH:4]=[C:5]([C:7]([OH:9])=O)[N:6]=1.CN(C(ON1N=NC2C=CC=NC1=2)=[N+](C)C)C.F[P-](F)(F)(F)(F)F.CCN(C(C)C)C(C)C.[F:43][C:44]1[C:52]2[C:51]([NH2:53])=[CH:50][C:49]([C:54]3[CH:62]=[CH:61][CH:60]=[C:59]4[C:55]=3[CH:56]=[CH:57][NH:58]4)=[CH:48][C:47]=2[NH:46][N:45]=1, predict the reaction product. The product is: [F:43][C:44]1[C:52]2[C:47](=[CH:48][C:49]([C:54]3[CH:62]=[CH:61][CH:60]=[C:59]4[C:55]=3[CH:56]=[CH:57][NH:58]4)=[CH:50][C:51]=2[NH:53][C:7]([C:5]2[N:6]=[C:2]([CH3:1])[S:3][CH:4]=2)=[O:9])[NH:46][N:45]=1. (5) Given the reactants [CH3:1][O:2][C:3]1[CH:8]=[CH:7][C:6]([N:9]2[C:13]3[CH:14]=[C:15]([C:18]4[O:22][C:21]([SH:23])=[N:20][N:19]=4)[CH:16]=[CH:17][C:12]=3[N:11]=[CH:10]2)=[CH:5][CH:4]=1.[CH3:24][O:25][C:26]1[CH:33]=[CH:32][C:29]([CH2:30]Br)=[CH:28][C:27]=1[C:34]([F:37])([F:36])[F:35], predict the reaction product. The product is: [CH3:1][O:2][C:3]1[CH:8]=[CH:7][C:6]([N:9]2[C:13]3[CH:14]=[C:15]([C:18]4[O:22][C:21]([S:23][CH2:30][C:29]5[CH:32]=[CH:33][C:26]([O:25][CH3:24])=[C:27]([C:34]([F:35])([F:36])[F:37])[CH:28]=5)=[N:20][N:19]=4)[CH:16]=[CH:17][C:12]=3[N:11]=[CH:10]2)=[CH:5][CH:4]=1. (6) Given the reactants Br[C:2]1[CH:3]=[C:4]([CH:7]=[C:8]([Br:11])[C:9]=1[F:10])[C:5]#[N:6].[C:12](=[O:19])([O:14][C:15]([CH3:18])([CH3:17])[CH3:16])[NH2:13].CC1(C)C2C(=C(P(C3C=CC=CC=3)C3C=CC=CC=3)C=CC=2)OC2C(P(C3C=CC=CC=3)C3C=CC=CC=3)=CC=CC1=2.C(=O)([O-])[O-].[Cs+].[Cs+], predict the reaction product. The product is: [C:15]([O:14][C:12](=[O:19])[NH:13][C:2]1[CH:3]=[C:4]([C:5]#[N:6])[CH:7]=[C:8]([Br:11])[C:9]=1[F:10])([CH3:18])([CH3:17])[CH3:16]. (7) Given the reactants Br[C:2]1[C:3]([C:9]([CH3:17])([CH3:16])[O:10][SiH2:11][C:12]([CH3:15])([CH3:14])[CH3:13])=[C:4]([NH2:8])[CH:5]=[CH:6][CH:7]=1.[CH3:18][C:19]1([CH3:35])[C:23]([CH3:25])([CH3:24])[O:22][B:21]([B:21]2[O:22][C:23]([CH3:25])([CH3:24])[C:19]([CH3:35])([CH3:18])[O:20]2)[O:20]1.CC([O-])=O.[K+].CC(C1C=C(C(C)C)C(C2C=CC=CC=2P(C2CCCCC2)C2CCCCC2)=C(C(C)C)C=1)C, predict the reaction product. The product is: [C:12]([SiH2:11][O:10][C:9]([CH3:17])([CH3:16])[C:3]1[C:2]([B:21]2[O:22][C:23]([CH3:25])([CH3:24])[C:19]([CH3:35])([CH3:18])[O:20]2)=[CH:7][CH:6]=[CH:5][C:4]=1[NH2:8])([CH3:15])([CH3:14])[CH3:13].